From a dataset of Catalyst prediction with 721,799 reactions and 888 catalyst types from USPTO. Predict which catalyst facilitates the given reaction. (1) Reactant: [CH3:1][O:2][C:3](=[O:24])[C:4]1[CH:9]=[C:8]([CH:10]=O)[CH:7]=[C:6]([Br:12])[C:5]=1[O:13][CH2:14][C:15]1[CH:20]=[CH:19][CH:18]=[C:17]([N+:21]([O-:23])=[O:22])[CH:16]=1.[CH3:25]/[C:26](/[NH2:30])=[CH:27]\[C:28]#[N:29].[CH2:31]([CH:34]1[CH2:39][C:38](=[O:40])[CH2:37][C:36](=O)[CH2:35]1)[CH2:32][CH3:33]. Product: [CH3:1][O:2][C:3](=[O:24])[C:4]1[CH:9]=[C:8]([CH:10]2[C:37]3[C:38](=[O:40])[CH2:39][CH:34]([CH2:31][CH2:32][CH3:33])[CH2:35][C:36]=3[NH:30][C:26]([CH3:25])=[C:27]2[C:28]#[N:29])[CH:7]=[C:6]([Br:12])[C:5]=1[O:13][CH2:14][C:15]1[CH:20]=[CH:19][CH:18]=[C:17]([N+:21]([O-:23])=[O:22])[CH:16]=1. The catalyst class is: 8. (2) Reactant: [NH2:1][C:2]1[CH:3]=[CH:4][C:5]([C:9]([NH:11][C@@H:12]([C:20]2[CH:25]=[CH:24][C:23]([O:26][C:27]([F:30])([F:29])[F:28])=[C:22]([F:31])[CH:21]=2)[C:13]2[C:18]([F:19])=[CH:17][CH:16]=[CH:15][N:14]=2)=[O:10])=[N:6][C:7]=1[OH:8].Cl[C:33](Cl)([O:35]C(=O)OC(Cl)(Cl)Cl)Cl.CCOC(C)=O. Product: [F:31][C:22]1[CH:21]=[C:20]([C@@H:12]([C:13]2[C:18]([F:19])=[CH:17][CH:16]=[CH:15][N:14]=2)[NH:11][C:9]([C:5]2[N:6]=[C:7]3[O:8][C:33](=[O:35])[NH:1][C:2]3=[CH:3][CH:4]=2)=[O:10])[CH:25]=[CH:24][C:23]=1[O:26][C:27]([F:28])([F:30])[F:29]. The catalyst class is: 134. (3) Reactant: [CH3:1][N:2]1[CH2:15][CH2:14][C:5]2[NH:6][C:7]3[CH:8]=[CH:9][C:10]([CH3:13])=[CH:11][C:12]=3[C:4]=2[CH2:3]1.P([O-])([O-])([O-])=O.[K+].[K+].[K+].Br[CH:25]=[C:26]([C:28]1[CH:33]=[CH:32][CH:31]=[C:30]([F:34])[CH:29]=1)[CH3:27]. Product: [F:34][C:30]1[CH:29]=[C:28](/[C:26](/[CH3:27])=[CH:25]\[N:6]2[C:7]3[CH:8]=[CH:9][C:10]([CH3:13])=[CH:11][C:12]=3[C:4]3[CH2:3][N:2]([CH3:1])[CH2:15][CH2:14][C:5]2=3)[CH:33]=[CH:32][CH:31]=1. The catalyst class is: 122. (4) Reactant: Cl[C:2]1[N:7]=[C:6]([S:8][CH2:9][CH3:10])[C:5]([C:11]([OH:13])=[O:12])=[C:4]([CH3:14])[CH:3]=1.[NH:15]1[CH2:20][CH2:19][O:18][CH2:17][CH2:16]1. Product: [CH2:9]([S:8][C:6]1[C:5]([C:11]([OH:13])=[O:12])=[C:4]([CH3:14])[CH:3]=[C:2]([N:15]2[CH2:20][CH2:19][O:18][CH2:17][CH2:16]2)[N:7]=1)[CH3:10]. The catalyst class is: 74. (5) Product: [C:1]([O:5][C:6](=[O:7])[NH:8][C@@H:9]([C:10](=[O:12])[NH:33][C:27]1([CH3:26])[CH2:32][CH2:31][O:30][CH2:29][CH2:28]1)[C:13]1[CH:18]=[CH:17][CH:16]=[CH:15][CH:14]=1)([CH3:2])([CH3:3])[CH3:4]. The catalyst class is: 1. Reactant: [C:1]([O:5][C:6]([NH:8][C@H:9]([C:13]1[CH:18]=[CH:17][CH:16]=[CH:15][CH:14]=1)[C:10]([OH:12])=O)=[O:7])([CH3:4])([CH3:3])[CH3:2].CN1CCOCC1.[CH3:26][C:27]1([NH2:33])[CH2:32][CH2:31][O:30][CH2:29][CH2:28]1. (6) Reactant: [Br:1][C:2]1[CH:3]=[C:4]([F:14])[CH:5]=[C:6]2[C:11]=1[N:10]=[C:9]([CH:12]=O)[CH:8]=[CH:7]2.[N:15]1[CH:20]=[CH:19][CH:18]=[CH:17][C:16]=1[NH:21][NH2:22]. Product: [Br:1][C:2]1[CH:3]=[C:4]([F:14])[CH:5]=[C:6]2[C:11]=1[N:10]=[C:9](/[CH:12]=[N:22]/[NH:21][C:16]1[CH:17]=[CH:18][CH:19]=[CH:20][N:15]=1)[CH:8]=[CH:7]2. The catalyst class is: 14. (7) Reactant: [F:1][C:2]1[CH:3]=[C:4]([C:8]2[CH:9]=[C:10]3[C:14](=[C:15]([C:17]([NH2:19])=[O:18])[CH:16]=2)[NH:13][N:12]=[C:11]3[CH:20]2[CH2:25][CH2:24][NH:23][CH2:22][CH2:21]2)[CH:5]=[CH:6][CH:7]=1.Cl[CH2:27][CH2:28][S:29](Cl)(=[O:31])=[O:30].C(N(CC)CC)C.C([O-])([O-])=O.[K+].[K+].[N:46]1([CH:52]2[CH2:57][CH2:56][NH:55][CH2:54][CH2:53]2)[CH2:51][CH2:50][CH2:49][CH2:48][CH2:47]1. Product: [N:46]1([CH:52]2[CH2:57][CH2:56][N:55]([CH2:27][CH2:28][S:29]([N:23]3[CH2:24][CH2:25][CH:20]([C:11]4[C:10]5[C:14](=[C:15]([C:17]([NH2:19])=[O:18])[CH:16]=[C:8]([C:4]6[CH:5]=[CH:6][CH:7]=[C:2]([F:1])[CH:3]=6)[CH:9]=5)[NH:13][N:12]=4)[CH2:21][CH2:22]3)(=[O:31])=[O:30])[CH2:54][CH2:53]2)[CH2:51][CH2:50][CH2:49][CH2:48][CH2:47]1. The catalyst class is: 3.